Dataset: NCI-60 drug combinations with 297,098 pairs across 59 cell lines. Task: Regression. Given two drug SMILES strings and cell line genomic features, predict the synergy score measuring deviation from expected non-interaction effect. Drug 1: C1=C(C(=O)NC(=O)N1)F. Drug 2: C1CN1P(=S)(N2CC2)N3CC3. Cell line: LOX IMVI. Synergy scores: CSS=43.0, Synergy_ZIP=-4.82, Synergy_Bliss=-6.27, Synergy_Loewe=-2.20, Synergy_HSA=0.0174.